From a dataset of Full USPTO retrosynthesis dataset with 1.9M reactions from patents (1976-2016). Predict the reactants needed to synthesize the given product. Given the product [CH3:1][O:2][C:3]1[C:4](=[O:23])[C:5]([C:19]([OH:21])=[O:20])=[N:6][N:7]([C:9]2[CH:14]=[CH:13][CH:12]=[C:11]([C:15]([F:18])([F:16])[F:17])[CH:10]=2)[CH:8]=1, predict the reactants needed to synthesize it. The reactants are: [CH3:1][O:2][C:3]1[C:4](=[O:23])[C:5]([C:19]([O:21]C)=[O:20])=[N:6][N:7]([C:9]2[CH:14]=[CH:13][CH:12]=[C:11]([C:15]([F:18])([F:17])[F:16])[CH:10]=2)[CH:8]=1.[OH-].[Na+].Cl.